From a dataset of Forward reaction prediction with 1.9M reactions from USPTO patents (1976-2016). Predict the product of the given reaction. (1) Given the reactants [C:1]([C:3]1[CH:8]=[CH:7][C:6]([N:9]2[C@@H:13]([CH:14]3[CH2:18][CH2:17][CH2:16][CH2:15]3)[CH2:12][C:11]([C:19]3[CH:27]=[CH:26][C:22]([C:23]([OH:25])=O)=[C:21]([O:28][CH3:29])[N:20]=3)=[N:10]2)=[CH:5][C:4]=1[CH3:30])#[N:2].[CH3:31][NH:32][CH3:33].O1CCCC1, predict the reaction product. The product is: [C:1]([C:3]1[CH:8]=[CH:7][C:6]([N:9]2[C@@H:13]([CH:14]3[CH2:15][CH2:16][CH2:17][CH2:18]3)[CH2:12][C:11]([C:19]3[CH:27]=[CH:26][C:22]([C:23]([N:32]([CH3:33])[CH3:31])=[O:25])=[C:21]([O:28][CH3:29])[N:20]=3)=[N:10]2)=[CH:5][C:4]=1[CH3:30])#[N:2]. (2) Given the reactants Br[C:2]1[C:11]2[C:6](=[CH:7][CH:8]=[CH:9][CH:10]=2)[N:5]=[C:4]([NH:12][CH2:13][CH2:14][CH2:15][N:16]2[CH2:21][CH2:20][N:19]([CH3:22])[CH2:18][CH2:17]2)[CH:3]=1.[B:23]1([B:23]2[O:27][C:26]([CH3:29])([CH3:28])[C:25]([CH3:31])([CH3:30])[O:24]2)[O:27][C:26]([CH3:29])([CH3:28])[C:25]([CH3:31])([CH3:30])[O:24]1.C([O-])(=O)C.[K+], predict the reaction product. The product is: [CH3:22][N:19]1[CH2:20][CH2:21][N:16]([CH2:15][CH2:14][CH2:13][NH:12][C:4]2[CH:3]=[C:2]([B:23]3[O:27][C:26]([CH3:29])([CH3:28])[C:25]([CH3:31])([CH3:30])[O:24]3)[C:11]3[C:6](=[CH:7][CH:8]=[CH:9][CH:10]=3)[N:5]=2)[CH2:17][CH2:18]1.